Dataset: Full USPTO retrosynthesis dataset with 1.9M reactions from patents (1976-2016). Task: Predict the reactants needed to synthesize the given product. (1) Given the product [CH3:3][N:4]1[CH2:9][CH2:8][N:7]([CH2:10][CH2:11][Cl:12])[CH2:6][CH2:5]1, predict the reactants needed to synthesize it. The reactants are: Cl.Cl.[CH3:3][N:4]1[CH2:9][CH2:8][N:7]([CH2:10][CH2:11][Cl:12])[CH2:6][CH2:5]1.C(=O)([O-])[O-].[K+].[K+]. (2) Given the product [CH3:22][N:23]1[C:34]2[C:35]3[C:27](=[CH:28][N:29]([CH:39]([CH3:41])[CH3:40])[C:30]=3[CH:31]=[C:32]([C:36]([OH:38])=[O:37])[CH:33]=2)[CH:26]=[CH:25][S:24]1(=[O:46])=[O:45], predict the reactants needed to synthesize it. The reactants are: C(N1C2C=C(C(O)=O)C=C3N(C)S(=O)(=O)C=CC(C=23)=C1)C.[CH3:22][N:23]1[C:34]2[C:35]3[C:27](=[CH:28][N:29]([CH:39]([CH3:41])[CH3:40])[C:30]=3[CH:31]=[C:32]([C:36]([OH:38])=[O:37])[CH:33]=2)[CH:26]=[C:25](C(O)=O)[S:24]1(=[O:46])=[O:45]. (3) The reactants are: [O:1]=[C:2]1[C:11]2[NH:12][CH:13]=[CH:14][C:10]=2[C:9]2[CH:8]=[CH:7][CH:6]=[CH:5][C:4]=2[NH:3]1.[CH2:15]([C:17]([O-:19])=[O:18])[CH3:16].C(O)(=O)C.[I:24]I. Given the product [I:24][C:7]1[CH:6]=[CH:5][C:4]2[NH:3][C:2](=[O:1])[C:11]3[NH:12][CH:13]=[CH:14][C:10]=3[C:9]=2[CH:8]=1.[CH2:15]([C:17]([O-:19])=[O:18])[CH3:16], predict the reactants needed to synthesize it.